From a dataset of Reaction yield outcomes from USPTO patents with 853,638 reactions. Predict the reaction yield, written as a fraction of the theoretical maximum amount of product (1.0 means a 100% yield; for example, 0.34 means a 34% yield). (1) The reactants are [Cl:1][C:2]1[CH:7]=[CH:6][C:5]([F:8])=[C:4]([F:9])[CH:3]=1.[N+:10]([O-])([OH:12])=[O:11]. No catalyst specified. The product is [Cl:1][C:2]1[CH:3]=[C:4]([F:9])[C:5]([F:8])=[CH:6][C:7]=1[N+:10]([O-:12])=[O:11]. The yield is 0.810. (2) The product is [CH3:29][O:28][C:26]1[CH:25]=[C:22]([CH:23]([C:2]2[CH:7]=[CH:6][C:5]([O:8][CH3:9])=[C:4]([O:10][CH2:11][CH3:12])[CH:3]=2)[OH:24])[CH:21]=[C:20]([O:19][CH3:18])[CH:27]=1. The reactants are Br[C:2]1[CH:7]=[CH:6][C:5]([O:8][CH3:9])=[C:4]([O:10][CH2:11][CH3:12])[CH:3]=1.C([Li])CCC.[CH3:18][O:19][C:20]1[CH:21]=[C:22]([CH:25]=[C:26]([O:28][CH3:29])[CH:27]=1)[CH:23]=[O:24].COC1C=C(C(C2C=CC=C(OC)C=2)=CC#N)C=C(OC)C=1. No catalyst specified. The yield is 0.800. (3) The reactants are [CH2:1]([CH:5]1[C:12]2[CH:11]=[C:10]([C:13]([O:15]C)=[O:14])[NH:9][C:8]=2[CH2:7][CH2:6]1)[CH:2]([CH3:4])[CH3:3].O.[OH-].[Li+]. No catalyst specified. The product is [CH2:1]([CH:5]1[C:12]2[CH:11]=[C:10]([C:13]([OH:15])=[O:14])[NH:9][C:8]=2[CH2:7][CH2:6]1)[CH:2]([CH3:4])[CH3:3]. The yield is 0.630. (4) The reactants are [C:1]([NH:6][C:7]1[S:11][N:10]=[C:9]([CH3:12])[C:8]=1[C:13]([NH2:15])=[O:14])(=O)[CH2:2][CH2:3][CH3:4]. The catalyst is N. The product is [CH3:12][C:9]1[C:8]2[C:13](=[O:14])[NH:15][C:1]([CH2:2][CH2:3][CH3:4])=[N:6][C:7]=2[S:11][N:10]=1. The yield is 0.340. (5) The reactants are CC(C[AlH]CC(C)C)C.CCCCCC.[CH3:16][C:17]1[N:18]([C:23]2[N:28]=[C:27]([CH2:29][C:30]3[CH:31]=[C:32]([CH:37]=[CH:38][CH:39]=3)[C:33](OC)=[O:34])[CH:26]=[C:25]([CH3:40])[CH:24]=2)[C:19]([CH3:22])=[CH:20][CH:21]=1.Cl. The catalyst is C1(C)C=CC=CC=1.C(OCC)C. The product is [CH3:16][C:17]1[N:18]([C:23]2[N:28]=[C:27]([CH2:29][C:30]3[CH:31]=[C:32]([CH:37]=[CH:38][CH:39]=3)[CH:33]=[O:34])[CH:26]=[C:25]([CH3:40])[CH:24]=2)[C:19]([CH3:22])=[CH:20][CH:21]=1. The yield is 0.380.